Dataset: Aqueous solubility values for 9,982 compounds from the AqSolDB database. Task: Regression/Classification. Given a drug SMILES string, predict its absorption, distribution, metabolism, or excretion properties. Task type varies by dataset: regression for continuous measurements (e.g., permeability, clearance, half-life) or binary classification for categorical outcomes (e.g., BBB penetration, CYP inhibition). For this dataset (solubility_aqsoldb), we predict Y. (1) The drug is O=C(O)c1cccc(Br)c1. The Y is -2.70 log mol/L. (2) The drug is CC(C)CC(NC(=O)CN)C(=O)O. The Y is -0.430 log mol/L.